Dataset: Peptide-MHC class I binding affinity with 185,985 pairs from IEDB/IMGT. Task: Regression. Given a peptide amino acid sequence and an MHC pseudo amino acid sequence, predict their binding affinity value. This is MHC class I binding data. The binding affinity (normalized) is 0.388. The MHC is HLA-B07:02 with pseudo-sequence HLA-B07:02. The peptide sequence is FPSNMMVVT.